Predict which catalyst facilitates the given reaction. From a dataset of Catalyst prediction with 721,799 reactions and 888 catalyst types from USPTO. Reactant: [C:1](Cl)(=[O:3])[CH3:2].[NH2:5][CH:6]([C:33](=[O:41])[NH:34][C:35]1[CH:40]=[CH:39][CH:38]=[CH:37][N:36]=1)[CH2:7][C:8]1[CH:13]=[CH:12][C:11]([NH:14][C:15]([C:17]2[C:18]([C:23]3[CH:28]=[CH:27][C:26]([C:29]([F:32])([F:31])[F:30])=[CH:25][CH:24]=3)=[CH:19][CH:20]=[CH:21][CH:22]=2)=[O:16])=[CH:10][CH:9]=1.C(N(CC)CC)C.C(OCC)(=O)C. Product: [C:1]([NH:5][CH:6]([C:33](=[O:41])[NH:34][C:35]1[CH:40]=[CH:39][CH:38]=[CH:37][N:36]=1)[CH2:7][C:8]1[CH:9]=[CH:10][C:11]([NH:14][C:15]([C:17]2[C:18]([C:23]3[CH:28]=[CH:27][C:26]([C:29]([F:32])([F:31])[F:30])=[CH:25][CH:24]=3)=[CH:19][CH:20]=[CH:21][CH:22]=2)=[O:16])=[CH:12][CH:13]=1)(=[O:3])[CH3:2]. The catalyst class is: 7.